From a dataset of Catalyst prediction with 721,799 reactions and 888 catalyst types from USPTO. Predict which catalyst facilitates the given reaction. (1) Product: [N:1]1[CH:6]=[CH:5][CH:4]=[C:3]([CH2:7][CH2:8][C:9]([C:11]2[CH:16]=[CH:15][CH:14]=[C:13]([O:17][CH2:18][C:19]([O:21][C:22]([CH3:25])([CH3:24])[CH3:23])=[O:20])[CH:12]=2)=[O:10])[CH:2]=1. Reactant: [N:1]1[CH:6]=[CH:5][CH:4]=[C:3]([CH:7]=[CH:8][C:9]([C:11]2[CH:16]=[CH:15][CH:14]=[C:13]([O:17][CH2:18][C:19]([O:21][C:22]([CH3:25])([CH3:24])[CH3:23])=[O:20])[CH:12]=2)=[O:10])[CH:2]=1. The catalyst class is: 99. (2) The catalyst class is: 20. Product: [NH2:17][C:18]1[CH:23]=[CH:22][C:21]([N:13]=[N:9][C:8]2[CH:10]=[CH:11][C:5]([S:2]([CH3:1])(=[O:3])=[O:4])=[CH:6][CH:7]=2)=[C:20]([CH3:24])[CH:19]=1. Reactant: [CH3:1][S:2]([C:5]1[CH:11]=[CH:10][C:8]([NH2:9])=[CH:7][CH:6]=1)(=[O:4])=[O:3].Cl.[N:13]([O-])=O.[Na+].[NH2:17][C:18]1[CH:23]=[CH:22][CH:21]=[C:20]([CH3:24])[CH:19]=1. (3) Reactant: [C:1]([NH:4][CH:5]([C:7]1[CH:15]=[CH:14][C:10]([C:11]([OH:13])=O)=[CH:9][CH:8]=1)[CH3:6])(=[O:3])[CH3:2].Cl.CN(C)CCCN=C=NCC.C(N(CC)CC)C.[NH2:35][CH2:36][C:37]1[C:38]([OH:45])=[N:39][C:40]([CH3:44])=[CH:41][C:42]=1[CH3:43]. Product: [C:1]([NH:4][CH:5]([C:7]1[CH:8]=[CH:9][C:10]([C:11]([NH:35][CH2:36][C:37]2[C:38]([OH:45])=[N:39][C:40]([CH3:44])=[CH:41][C:42]=2[CH3:43])=[O:13])=[CH:14][CH:15]=1)[CH3:6])(=[O:3])[CH3:2]. The catalyst class is: 4. (4) Reactant: S(=O)(=O)(O)O.[F:6][C:7]1[CH:12]=[CH:11][C:10]([C:13]#[C:14][C:15]2[CH:16]=[CH:17][C:18](=[O:24])[N:19]([CH:21]([CH3:23])[CH3:22])[N:20]=2)=[CH:9][CH:8]=1.C(=O)([O-])[O-:26].[Na+].[Na+]. Product: [F:6][C:7]1[CH:12]=[CH:11][C:10]([C:13](=[O:26])[CH2:14][C:15]2[CH:16]=[CH:17][C:18](=[O:24])[N:19]([CH:21]([CH3:22])[CH3:23])[N:20]=2)=[CH:9][CH:8]=1. The catalyst class is: 15. (5) Reactant: C[O:2][C:3]([C:5]1[N:6]=[N:7][N:8]([CH2:10][CH2:11][NH:12][C:13](=[O:26])[C:14]2[CH:19]=[CH:18][C:17]([C:20]([F:23])([F:22])[F:21])=[CH:16][C:15]=2[O:24][CH3:25])[CH:9]=1)=[O:4].[OH-].[Li+].O. Product: [CH3:25][O:24][C:15]1[CH:16]=[C:17]([C:20]([F:23])([F:21])[F:22])[CH:18]=[CH:19][C:14]=1[C:13]([NH:12][CH2:11][CH2:10][N:8]1[CH:9]=[C:5]([C:3]([OH:4])=[O:2])[N:6]=[N:7]1)=[O:26]. The catalyst class is: 92.